Dataset: NCI-60 drug combinations with 297,098 pairs across 59 cell lines. Task: Regression. Given two drug SMILES strings and cell line genomic features, predict the synergy score measuring deviation from expected non-interaction effect. (1) Drug 1: C(CC(=O)O)C(=O)CN.Cl. Drug 2: CC1C(C(CC(O1)OC2CC(CC3=C2C(=C4C(=C3O)C(=O)C5=CC=CC=C5C4=O)O)(C(=O)C)O)N)O. Cell line: MOLT-4. Synergy scores: CSS=42.2, Synergy_ZIP=-6.27, Synergy_Bliss=-12.6, Synergy_Loewe=-26.1, Synergy_HSA=-10.3. (2) Drug 1: C1CC(=O)NC(=O)C1N2C(=O)C3=CC=CC=C3C2=O. Drug 2: C1CN(P(=O)(OC1)NCCCl)CCCl. Cell line: OVCAR-8. Synergy scores: CSS=-0.720, Synergy_ZIP=0.896, Synergy_Bliss=1.56, Synergy_Loewe=-0.410, Synergy_HSA=-0.178.